Task: Regression. Given two drug SMILES strings and cell line genomic features, predict the synergy score measuring deviation from expected non-interaction effect.. Dataset: NCI-60 drug combinations with 297,098 pairs across 59 cell lines Drug 1: CC1=CC=C(C=C1)C2=CC(=NN2C3=CC=C(C=C3)S(=O)(=O)N)C(F)(F)F. Drug 2: C1CNP(=O)(OC1)N(CCCl)CCCl. Cell line: OVCAR3. Synergy scores: CSS=-4.78, Synergy_ZIP=1.13, Synergy_Bliss=-2.29, Synergy_Loewe=-1.90, Synergy_HSA=-5.92.